From a dataset of Forward reaction prediction with 1.9M reactions from USPTO patents (1976-2016). Predict the product of the given reaction. Given the reactants [CH:1]([CH:4]1[CH2:9][C:8](=[O:10])[CH2:7][C:6](=[O:11])[CH2:5]1)([CH3:3])[CH3:2].[Cl:12][C:13]1[CH:14]=[C:15]([N:20]=[C:21]=[O:22])[CH:16]=[CH:17][C:18]=1[Cl:19], predict the reaction product. The product is: [Cl:12][C:13]1[CH:14]=[C:15]([NH:20][C:21]([CH:7]2[C:6](=[O:11])[CH2:5][CH:4]([CH:1]([CH3:3])[CH3:2])[CH2:9][C:8]2=[O:10])=[O:22])[CH:16]=[CH:17][C:18]=1[Cl:19].